This data is from Full USPTO retrosynthesis dataset with 1.9M reactions from patents (1976-2016). The task is: Predict the reactants needed to synthesize the given product. (1) The reactants are: Br[C:2]1[CH:7]=[CH:6][CH:5]=[CH:4][N:3]=1.Br[C:9]([F:16])([F:15])[C:10]([O:12][CH2:13][CH3:14])=[O:11].P([O-])(O)(O)=O.[K+]. Given the product [CH2:13]([O:12][C:10](=[O:11])[C:9]([F:16])([F:15])[C:2]1[CH:7]=[CH:6][CH:5]=[CH:4][N:3]=1)[CH3:14], predict the reactants needed to synthesize it. (2) Given the product [CH:1]([O:4][C:5]1[CH:16]=[C:15]([C:17]([F:18])([F:19])[F:20])[CH:14]=[CH:13][C:6]=1[CH:7]=[O:8])([CH3:3])[CH3:2], predict the reactants needed to synthesize it. The reactants are: [CH:1]([O:4][C:5]1[CH:16]=[C:15]([C:17]([F:20])([F:19])[F:18])[CH:14]=[CH:13][C:6]=1[C:7](N(OC)C)=[O:8])([CH3:3])[CH3:2].[H-].[H-].[H-].[H-].[Li+].[Al+3]. (3) Given the product [CH2:1]([N:3]([CH:19]([CH3:21])[CH3:18])[C@H:4]([C:12]1[CH:13]=[CH:14][CH:15]=[CH:16][CH:17]=1)[C:5]([O:7][C:8]([CH3:11])([CH3:9])[CH3:10])=[O:6])[CH3:2], predict the reactants needed to synthesize it. The reactants are: [CH2:1]([NH:3][C@H:4]([C:12]1[CH:17]=[CH:16][CH:15]=[CH:14][CH:13]=1)[C:5]([O:7][C:8]([CH3:11])([CH3:10])[CH3:9])=[O:6])[CH3:2].[CH3:18][C:19]([CH3:21])=O.C(O)(=O)C.C([BH3-])#N.[Na+]. (4) Given the product [CH2:11]([NH:13][C:14]([N:10]=[C:3]([O:2][CH3:1])[C:4]1[CH:9]=[CH:8][CH:7]=[CH:6][CH:5]=1)=[O:15])[CH3:12], predict the reactants needed to synthesize it. The reactants are: [CH3:1][O:2][C:3](=[NH:10])[C:4]1[CH:9]=[CH:8][CH:7]=[CH:6][CH:5]=1.[CH2:11]([N:13]=[C:14]=[O:15])[CH3:12]. (5) Given the product [C:50]([O:49][C:48]([N:47]([C:40]1[CH:41]=[CH:42][C:43]([CH2:45][O:2][C:1](=[O:3])[CH2:4][C:5]([O:7][C@H:8]([C:19]2[CH:24]=[CH:23][C:22]([O:25][CH:26]([F:28])[F:27])=[C:21]([O:29][CH2:30][CH:31]3[CH2:32][CH2:33]3)[CH:20]=2)[CH2:9][C:10]2[C:15]([Cl:16])=[CH:14][N+:13]([O-:17])=[CH:12][C:11]=2[Cl:18])=[O:6])=[CH:44][C:39]=1[O:38][CH2:37][CH:34]1[CH2:35][CH2:36]1)[S:55]([CH3:58])(=[O:56])=[O:57])=[O:54])([CH3:53])([CH3:51])[CH3:52], predict the reactants needed to synthesize it. The reactants are: [C:1]([CH2:4][C:5]([O:7][C@H:8]([C:19]1[CH:24]=[CH:23][C:22]([O:25][CH:26]([F:28])[F:27])=[C:21]([O:29][CH2:30][CH:31]2[CH2:33][CH2:32]2)[CH:20]=1)[CH2:9][C:10]1[C:15]([Cl:16])=[CH:14][N+:13]([O-:17])=[CH:12][C:11]=1[Cl:18])=[O:6])([OH:3])=[O:2].[CH:34]1([CH2:37][O:38][C:39]2[CH:44]=[C:43]([CH2:45]O)[CH:42]=[CH:41][C:40]=2[N:47]([S:55]([CH3:58])(=[O:57])=[O:56])[C:48](=[O:54])[O:49][C:50]([CH3:53])([CH3:52])[CH3:51])[CH2:36][CH2:35]1. (6) Given the product [Cl:26][C:12]1[C:13]([NH:15][C:16]2[CH:25]=[CH:24][CH:23]=[CH:22][C:17]=2[C:18]([NH:20][CH3:21])=[O:19])=[N:14][C:9]([NH:41][C:33]2[CH:34]=[CH:35][C:36]3[CH2:37][CH:38]4[N:29]([CH2:27][CH3:28])[CH:30]([CH2:40][CH2:39]4)[C:31]=3[CH:32]=2)=[N:10][CH:11]=1, predict the reactants needed to synthesize it. The reactants are: Cl.O1CCOCC1.Cl[C:9]1[N:14]=[C:13]([NH:15][C:16]2[CH:25]=[CH:24][CH:23]=[CH:22][C:17]=2[C:18]([NH:20][CH3:21])=[O:19])[C:12]([Cl:26])=[CH:11][N:10]=1.[CH2:27]([N:29]1[CH:38]2[CH2:39][CH2:40][CH:30]1[C:31]1[CH:32]=[C:33]([NH2:41])[CH:34]=[CH:35][C:36]=1[CH2:37]2)[CH3:28].C(=O)([O-])[O-]. (7) Given the product [Cl:1][C:2]1[CH:3]=[C:4]2[C:8](=[CH:9][C:10]=1[F:11])[NH:7][C:6](=[O:12])[C:5]2([CH2:22][C:23]([O:25][CH3:26])=[O:24])[C:13]1[C:14]([O:19][CH2:20][CH3:21])=[N:15][CH:16]=[CH:17][CH:18]=1, predict the reactants needed to synthesize it. The reactants are: [Cl:1][C:2]1[CH:3]=[C:4]2[C:8](=[CH:9][C:10]=1[F:11])[NH:7][C:6](=[O:12])[C:5]2([CH:22](C([O-])=O)[C:23]([O:25][CH3:26])=[O:24])[C:13]1[C:14]([O:19][CH2:20][CH3:21])=[N:15][CH:16]=[CH:17][CH:18]=1.C(=O)=O. (8) Given the product [C:1]([O:5][C:6](=[O:30])[C:7]1[CH:12]=[CH:11][C:10]([C:13](=[O:28])[CH2:14][C@@:15]([C:20]2[CH:25]=[C:24]([Cl:26])[CH:23]=[C:22]([Cl:27])[CH:21]=2)([CH2:34][N+:31]([O-:33])=[O:32])[C:16]([F:17])([F:19])[F:18])=[CH:9][C:8]=1[CH3:29])([CH3:4])([CH3:3])[CH3:2], predict the reactants needed to synthesize it. The reactants are: [C:1]([O:5][C:6](=[O:30])[C:7]1[CH:12]=[CH:11][C:10]([C:13](=[O:28])/[CH:14]=[C:15](\[C:20]2[CH:25]=[C:24]([Cl:26])[CH:23]=[C:22]([Cl:27])[CH:21]=2)/[C:16]([F:19])([F:18])[F:17])=[CH:9][C:8]=1[CH3:29])([CH3:4])([CH3:3])[CH3:2].[N+:31]([CH3:34])([O-:33])=[O:32].C(=O)([O-])[O-].[K+].[K+].O. (9) Given the product [NH:28]1[C:29]2[CH:34]=[C:33]([N:35]3[CH:39]([C:40]4[CH:45]=[C:44]([Br:46])[CH:43]=[CH:42][C:41]=4[F:47])[C:38]([CH3:48])=[C:37]([O:49][CH3:3])[C:36]3=[O:50])[CH:32]=[CH:31][C:30]=2[N:26]=[CH:27]1, predict the reactants needed to synthesize it. The reactants are: [OH-].[K+].[CH3:3]C1C=CC(S(N(N=O)C)(=O)=O)=CC=1.C(O)CO.CCOCC.[NH:26]1[C:30]2[CH:31]=[CH:32][C:33]([N:35]3[CH:39]([C:40]4[CH:45]=[C:44]([Br:46])[CH:43]=[CH:42][C:41]=4[F:47])[C:38]([CH3:48])=[C:37]([OH:49])[C:36]3=[O:50])=[CH:34][C:29]=2[N:28]=[CH:27]1.